This data is from Full USPTO retrosynthesis dataset with 1.9M reactions from patents (1976-2016). The task is: Predict the reactants needed to synthesize the given product. (1) Given the product [Cl:41][C:29]1[CH:28]=[C:27]([NH:26][C:24]2[C:25]3[N:17]([CH2:16][CH2:15][O:14][CH2:13][CH2:12][OH:11])[CH:18]=[CH:19][C:20]=3[N:21]=[CH:22][N:23]=2)[CH:32]=[CH:31][C:30]=1[O:33][C:34]1[CH:35]=[C:36]([NH:40][C:43](=[O:42])[C:44]([CH3:49])([CH3:48])[CH2:45][OH:46])[CH:37]=[CH:38][CH:39]=1, predict the reactants needed to synthesize it. The reactants are: Cl.Cl.C([O:11][CH2:12][CH2:13][O:14][CH2:15][CH2:16][N:17]1[C:25]2[C:24]([NH:26][C:27]3[CH:32]=[CH:31][C:30]([O:33][C:34]4[CH:39]=[CH:38][CH:37]=[C:36]([NH2:40])[CH:35]=4)=[C:29]([Cl:41])[CH:28]=3)=[N:23][CH:22]=[N:21][C:20]=2[CH:19]=[CH:18]1)(=O)C1C=CC=CC=1.[OH:42][CH2:43][C:44]([CH3:49])([CH3:48])[C:45](O)=[O:46].Cl.C(N=C=NCCCN(C)C)C.ON1C2C=CC=CC=2N=N1.[OH-].[Na+]. (2) Given the product [CH3:1][C:2]1[CH:7]=[CH:6][C:5]([S:8]([O:11][C@H:12]([CH2:22][O:23][C@@H:24]([C@H:44]2[O:48][N:47]=[C:46]([C:49]#[CH:50])[CH2:45]2)[CH2:25][OH:26])[CH2:13][O:14][CH2:15][C:16]2[CH:21]=[CH:20][CH:19]=[CH:18][CH:17]=2)(=[O:10])=[O:9])=[CH:4][CH:3]=1, predict the reactants needed to synthesize it. The reactants are: [CH3:1][C:2]1[CH:7]=[CH:6][C:5]([S:8]([O:11][C@H:12]([CH2:22][O:23][C@@H:24]([C@H:44]2[O:48][N:47]=[C:46]([C:49]#[CH:50])[CH2:45]2)[CH2:25][O:26][Si](C2C=CC=CC=2)(C2C=CC=CC=2)C(C)(C)C)[CH2:13][O:14][CH2:15][C:16]2[CH:21]=[CH:20][CH:19]=[CH:18][CH:17]=2)(=[O:10])=[O:9])=[CH:4][CH:3]=1.C(O)(=O)C.CCCC[N+](CCCC)(CCCC)CCCC.[F-].